From a dataset of Catalyst prediction with 721,799 reactions and 888 catalyst types from USPTO. Predict which catalyst facilitates the given reaction. (1) Reactant: [C:1]1([C:7]2[N:11]3[CH2:12][CH2:13][N:14](C(OC(C)(C)C)=O)[CH2:15][C:10]3=[C:9]([C:23](=[O:35])[NH:24][CH:25]3[C:30]([CH3:32])([CH3:31])[CH:29]4[CH2:33][C:26]3([CH3:34])[CH2:27][CH2:28]4)[N:8]=2)[CH:6]=[CH:5][CH:4]=[CH:3][CH:2]=1.[ClH:36]. Product: [ClH:36].[C:1]1([C:7]2[N:11]3[CH2:12][CH2:13][NH:14][CH2:15][C:10]3=[C:9]([C:23]([NH:24][CH:25]3[C:30]([CH3:31])([CH3:32])[CH:29]4[CH2:33][C:26]3([CH3:34])[CH2:27][CH2:28]4)=[O:35])[N:8]=2)[CH:2]=[CH:3][CH:4]=[CH:5][CH:6]=1. The catalyst class is: 2. (2) Product: [O:50]=[C:46]1[N:45]([C:19]2[CH:24]=[CH:23][C:22]([C:25]3[CH:30]=[CH:29][C:28]([N:31]4[CH2:35][CH2:34][C@@H:33]5[CH2:36][N:37]([C:39]([O:41][CH2:42][CH3:43])=[O:40])[CH2:38][C@H:32]45)=[CH:27][CH:26]=3)=[CH:21][CH:20]=2)[N:44]=[CH:49][CH:48]=[CH:47]1. Reactant: OC1C=CC=C2C=1N=CC=C2.C(=O)([O-])[O-].[K+].[K+].Br[C:19]1[CH:24]=[CH:23][C:22]([C:25]2[CH:30]=[CH:29][C:28]([N:31]3[CH2:35][CH2:34][C@@H:33]4[CH2:36][N:37]([C:39]([O:41][CH2:42][CH3:43])=[O:40])[CH2:38][C@H:32]34)=[CH:27][CH:26]=2)=[CH:21][CH:20]=1.[N:44]1[NH:45][C:46](=[O:50])[CH:47]=[CH:48][CH:49]=1. The catalyst class is: 590. (3) Reactant: [CH3:1][C:2]1[C@@H:19]([O:20][C:21]([C@H:23]([OH:40])[C@@H:24]([NH:31][C:32]([C:34]2[CH:35]=[CH:36][CH:37]=[CH:38][CH:39]=2)=[O:33])[C:25]2[CH:26]=[CH:27][CH:28]=[CH:29][CH:30]=2)=[O:22])[CH2:18][C@:14]2([OH:41])[C:15]([CH3:17])([CH3:16])[C:3]=1[C@@H:4]([O:59][C:60]([CH3:62])=[O:61])[C:5]([C@@:7]1([CH3:58])[C@H:12]([C@@H:13]2[O:42][C:43]([C:45]2[CH:46]=[CH:47][CH:48]=[CH:49][CH:50]=2)=[O:44])[C@:11]2([O:53][C:54]([CH3:56])=[O:55])[CH2:51][O:52][C@@H:10]2[CH2:9][C@@H:8]1[OH:57])=[O:6].N1C=CN=C1.Cl[Si:69]1([O:75][CH2:76][C:77]([O:79][CH2:80][C:81]2[CH:86]=[CH:85][CH:84]=[CH:83][CH:82]=2)=[O:78])[CH2:74][CH2:73][CH2:72][CH2:71][CH2:70]1.[SiH3]Cl. Product: [C:60]([O:59][C@@H:4]1[C:3]2[C:15]([CH3:16])([CH3:17])[C@@:14]([OH:41])([CH2:18][C@H:19]([O:20][C:21](=[O:22])[C@H:23]([O:40][Si:69]3([O:75][CH2:76][C:77]([O:79][CH2:80][C:81]4[CH:82]=[CH:83][CH:84]=[CH:85][CH:86]=4)=[O:78])[CH2:74][CH2:73][CH2:72][CH2:71][CH2:70]3)[C@@H:24]([NH:31][C:32](=[O:33])[C:34]3[CH:39]=[CH:38][CH:37]=[CH:36][CH:35]=3)[C:25]3[CH:26]=[CH:27][CH:28]=[CH:29][CH:30]=3)[C:2]=2[CH3:1])[C@@H:13]([O:42][C:43](=[O:44])[C:45]2[CH:50]=[CH:49][CH:48]=[CH:47][CH:46]=2)[CH:12]2[C@:11]3([O:53][C:54](=[O:55])[CH3:56])[CH2:51][O:52][C@@H:10]3[CH2:9][C@H:8]([OH:57])[C@@:7]2([CH3:58])[C:5]1=[O:6])(=[O:61])[CH3:62]. The catalyst class is: 3. (4) Reactant: FC(F)(F)C(O)=O.[Br:8][C:9]1[C:10](=[O:42])[N:11]([CH2:26][C:27]2[CH:32]=[N:31][C:30]([C:33]([N:35]3[CH2:40][CH2:39][N:38]([CH3:41])[CH2:37][CH2:36]3)=[O:34])=[CH:29][N:28]=2)[C:12]([CH3:25])=[CH:13][C:14]=1[O:15][CH2:16][C:17]1[CH:22]=[CH:21][C:20]([F:23])=[CH:19][C:18]=1[F:24]. Product: [Br:8][C:9]1[C:10](=[O:42])[N:11]([CH2:26][C:27]2[CH:32]=[N:31][C:30]([C:33]([N:35]3[CH2:36][CH2:37][N:38]([CH3:41])[CH2:39][CH2:40]3)=[O:34])=[CH:29][N:28]=2)[C:12]([CH3:25])=[CH:13][C:14]=1[O:15][CH2:16][C:17]1[CH:22]=[CH:21][C:20]([F:23])=[CH:19][C:18]=1[F:24]. The catalyst class is: 74. (5) Reactant: N[C:2]1[CH:3]=[CH:4][C:5]([N+:10]([O-:12])=[O:11])=[C:6]([CH2:8][CH3:9])[CH:7]=1.N([O-])=O.[Na+].NC(N)=O.[I-:21].[K+]. Product: [CH2:8]([C:6]1[CH:7]=[C:2]([I:21])[CH:3]=[CH:4][C:5]=1[N+:10]([O-:12])=[O:11])[CH3:9]. The catalyst class is: 445. (6) Reactant: [C:1]1([CH:7]2[S:12][CH2:11][CH2:10][CH2:9][S:8]2)[CH:6]=[CH:5][CH:4]=[CH:3][CH:2]=1.C([Li])CCC.[C:18]([O:22][C:23](=[O:32])[NH:24][CH:25]([CH:30]=[O:31])[CH2:26][CH2:27][CH2:28][CH3:29])([CH3:21])([CH3:20])[CH3:19].C(O)(=O)C. Product: [C:18]([O:22][C:23](=[O:32])[NH:24][CH:25]([CH:30]([OH:31])[C:7]1([C:1]2[CH:2]=[CH:3][CH:4]=[CH:5][CH:6]=2)[S:8][CH2:9][CH2:10][CH2:11][S:12]1)[CH2:26][CH2:27][CH2:28][CH3:29])([CH3:19])([CH3:20])[CH3:21]. The catalyst class is: 1. (7) Reactant: [Br:1][C:2]1[N:7]=[CH:6][C:5]2[C:8]([C:14]([OH:16])=[O:15])=[CH:9][N:10]([CH:11]([CH3:13])[CH3:12])[C:4]=2[CH:3]=1.[CH:17]([N-]C(C)C)(C)C.[Li+].IC. Product: [Br:1][C:2]1[N:7]=[CH:6][C:5]2[C:8]([C:14]([OH:16])=[O:15])=[C:9]([CH3:17])[N:10]([CH:11]([CH3:12])[CH3:13])[C:4]=2[CH:3]=1. The catalyst class is: 627.